This data is from Full USPTO retrosynthesis dataset with 1.9M reactions from patents (1976-2016). The task is: Predict the reactants needed to synthesize the given product. (1) Given the product [Si:4]([O:11][C:12]1[CH:13]=[CH:14][C:15]([CH2:16][O:17][NH2:18])=[CH:29][CH:30]=1)([C:7]([CH3:10])([CH3:9])[CH3:8])([CH3:6])[CH3:5], predict the reactants needed to synthesize it. The reactants are: O.NN.[Si:4]([O:11][C:12]1[CH:30]=[CH:29][C:15]([CH2:16][O:17][N:18]2C(=O)C3=CC=CC=C3C2=O)=[CH:14][CH:13]=1)([C:7]([CH3:10])([CH3:9])[CH3:8])([CH3:6])[CH3:5].O1CCCC1.C(=O)([O-])[O-].[K+].[K+]. (2) Given the product [CH2:24]([O:23][C:21](=[O:22])[NH:20][C:17]1[CH:18]=[CH:19][C:14]([C:11]2[CH2:12][CH2:13][NH:8][CH2:9][CH:10]=2)=[CH:15][CH:16]=1)[C:25]1[CH:30]=[CH:29][CH:28]=[CH:27][CH:26]=1, predict the reactants needed to synthesize it. The reactants are: C(OC([N:8]1[CH2:13][CH:12]=[C:11]([C:14]2[CH:19]=[CH:18][C:17]([NH:20][C:21]([O:23][CH2:24][C:25]3[CH:30]=[CH:29][CH:28]=[CH:27][CH:26]=3)=[O:22])=[CH:16][CH:15]=2)[CH2:10][CH2:9]1)=O)(C)(C)C.[OH-].[Na+]. (3) Given the product [CH3:38][C:33]1[C:32]([CH2:31][N:4]2[C:5]3=[N:11][N:10]([CH2:12][C:13]4[C:22]5[C:17](=[CH:18][CH:19]=[CH:20][CH:21]=5)[CH:16]=[CH:15][CH:14]=4)[C:9]([C:23]4[CH:24]=[CH:25][N:26]=[CH:27][CH:28]=4)=[C:6]3[C:7](=[O:8])[N:2]([CH3:1])[C:3]2=[O:29])=[C:36]([CH3:37])[O:35][N:34]=1, predict the reactants needed to synthesize it. The reactants are: [CH3:1][N:2]1[C:7](=[O:8])[C:6]2=[C:9]([C:23]3[CH:28]=[CH:27][N:26]=[CH:25][CH:24]=3)[N:10]([CH2:12][C:13]3[C:22]4[C:17](=[CH:18][CH:19]=[CH:20][CH:21]=4)[CH:16]=[CH:15][CH:14]=3)[N:11]=[C:5]2[NH:4][C:3]1=[O:29].Br[CH2:31][C:32]1[C:33]([CH3:38])=[N:34][O:35][C:36]=1[CH3:37].C(=O)([O-])[O-].[K+].[K+]. (4) Given the product [CH3:26][N:25]([CH2:27][C:28]1[CH:29]=[CH:30][C:31]([NH:32]/[C:13](=[C:6]2\[C:5](=[O:23])[NH:4][C:12]3[C:7]\2=[CH:8][CH:9]=[CH:10][CH:11]=3)/[C:14]2[CH:19]=[CH:18][CH:17]=[C:16]([O:20][CH3:21])[CH:15]=2)=[CH:33][CH:34]=1)[CH3:24], predict the reactants needed to synthesize it. The reactants are: C([N:4]1[C:12]2[C:7](=[CH:8][CH:9]=[CH:10][CH:11]=2)[C:6](=[C:13](Cl)[C:14]2[CH:19]=[CH:18][CH:17]=[C:16]([O:20][CH3:21])[CH:15]=2)[C:5]1=[O:23])(=O)C.[CH3:24][N:25]([CH2:27][C:28]1[CH:34]=[CH:33][C:31]([NH2:32])=[CH:30][CH:29]=1)[CH3:26].[OH-].[Na+]. (5) Given the product [O:2]=[C:3]1[C:8]2[C:9]([C:12]3[CH:13]=[CH:14][C:15]([S:18]([NH2:21])(=[O:20])=[O:19])=[CH:16][CH:17]=3)=[N:10][NH:11][C:7]=2[CH:6]=[CH:5][NH:4]1, predict the reactants needed to synthesize it. The reactants are: C[O:2][C:3]1[C:8]2[C:9]([C:12]3[CH:17]=[CH:16][C:15]([S:18]([NH2:21])(=[O:20])=[O:19])=[CH:14][CH:13]=3)=[N:10][NH:11][C:7]=2[CH:6]=[CH:5][N:4]=1.[I-].[Na+].Cl[Si](C)(C)C.C(=O)([O-])O.[Na+]. (6) Given the product [NH:1]1[CH2:6][CH2:5][CH2:4][CH:3]([S:7]([N:10]2[CH2:11][CH2:12][O:13][CH2:14][CH2:15]2)(=[O:8])=[O:9])[CH2:2]1, predict the reactants needed to synthesize it. The reactants are: [N:1]1[CH:6]=[CH:5][CH:4]=[C:3]([S:7]([N:10]2[CH2:15][CH2:14][O:13][CH2:12][CH2:11]2)(=[O:9])=[O:8])[CH:2]=1. (7) The reactants are: [CH3:1][C:2]1[N:6]2[CH:7]=[CH:8][C:9]([C:11](O)=[O:12])=[CH:10][C:5]2=[N:4][C:3]=1[CH2:14][CH2:15][C:16]1[CH:21]=[CH:20][C:19]([C:22]#[N:23])=[CH:18][CH:17]=1.BrC(C)C(=O)C=CC1C=CC(C#N)=CC=1.NC1C=C(C(OC)=O)C=CN=1.[CH2:50]([O:52][C:53]([CH2:55][CH2:56][NH:57][C:58]1[CH:63]=[CH:62][CH:61]=[CH:60][CH:59]=1)=[O:54])[CH3:51].C(OCC)(=O)C.C(O)C.N. Given the product [C:58]1([N:57]([CH2:56][CH2:55][C:53]([O:52][CH2:50][CH3:51])=[O:54])[C:11]([C:9]2[CH:8]=[CH:7][N:6]3[C:2]([CH3:1])=[C:3]([CH2:14][CH2:15][C:16]4[CH:17]=[CH:18][C:19]([C:22]#[N:23])=[CH:20][CH:21]=4)[N:4]=[C:5]3[CH:10]=2)=[O:12])[CH:59]=[CH:60][CH:61]=[CH:62][CH:63]=1, predict the reactants needed to synthesize it.